Dataset: Forward reaction prediction with 1.9M reactions from USPTO patents (1976-2016). Task: Predict the product of the given reaction. (1) Given the reactants Br[C:2]1[CH:3]=[C:4]2[C:8](=[CH:9][CH:10]=1)[CH:7]([NH:11][C@H:12]1[CH2:17][CH2:16][C@H:15]([C:18]([CH3:21])([CH3:20])[CH3:19])[CH2:14][CH2:13]1)[CH2:6][CH2:5]2.C([Li])CCC.[C:27](=[O:29])=[O:28].[CH3:30][Si](C=[N+]=[N-])(C)C, predict the reaction product. The product is: [C:18]([C@H:15]1[CH2:16][CH2:17][C@H:12]([NH:11][CH:7]2[C:8]3[C:4](=[CH:3][C:2]([C:27]([O:29][CH3:30])=[O:28])=[CH:10][CH:9]=3)[CH2:5][CH2:6]2)[CH2:13][CH2:14]1)([CH3:21])([CH3:20])[CH3:19]. (2) Given the reactants [CH3:1][C:2]1[CH:19]=[CH:18][CH:17]=[CH:16][C:3]=1[CH2:4][C:5]1[NH:6][C:7](=[O:15])[C:8]([C:13]#[N:14])=[C:9](SC)[N:10]=1.[NH:20]1[CH2:25][CH2:24][CH:23]([CH2:26][CH2:27][OH:28])[CH2:22][CH2:21]1, predict the reaction product. The product is: [OH:28][CH2:27][CH2:26][CH:23]1[CH2:24][CH2:25][N:20]([C:9]2[N:10]=[C:5]([CH2:4][C:3]3[CH:16]=[CH:17][CH:18]=[CH:19][C:2]=3[CH3:1])[NH:6][C:7](=[O:15])[C:8]=2[C:13]#[N:14])[CH2:21][CH2:22]1. (3) Given the reactants [C:1]([C:5]1[CH:38]=[CH:37][C:8]([CH2:9][N:10]2[C:14](=[O:15])[N:13]([CH2:16][CH3:17])[C:12]([CH2:18][CH2:19][CH2:20][C:21]3[CH:26]=[CH:25][C:24]([C:27]4[CH:32]=[CH:31][CH:30]=[C:29]([CH2:33][C:34](O)=[O:35])[CH:28]=4)=[CH:23][CH:22]=3)=[N:11]2)=[CH:7][CH:6]=1)([CH3:4])([CH3:3])[CH3:2].C(N1C=CN=C1)(N1C=CN=C1)=O.[C:51]1([S:57]([NH2:60])(=[O:59])=[O:58])[CH:56]=[CH:55][CH:54]=[CH:53][CH:52]=1, predict the reaction product. The product is: [C:1]([C:5]1[CH:38]=[CH:37][C:8]([CH2:9][N:10]2[C:14](=[O:15])[N:13]([CH2:16][CH3:17])[C:12]([CH2:18][CH2:19][CH2:20][C:21]3[CH:26]=[CH:25][C:24]([C:27]4[CH:32]=[CH:31][CH:30]=[C:29]([CH2:33][C:34]([NH:60][S:57]([C:51]5[CH:56]=[CH:55][CH:54]=[CH:53][CH:52]=5)(=[O:59])=[O:58])=[O:35])[CH:28]=4)=[CH:23][CH:22]=3)=[N:11]2)=[CH:7][CH:6]=1)([CH3:2])([CH3:3])[CH3:4]. (4) Given the reactants [CH3:1][C@@H:2]([CH2:17][CH3:18])[CH2:3][NH:4][CH2:5][C:6]1[NH:7][C:8](=[O:16])[C:9]2[CH2:15][O:14][CH2:13][CH2:12][C:10]=2[N:11]=1.[F:19][C:20]1[CH:37]=[CH:36][C:23]([C:24]([CH:26]2[CH2:31][CH2:30][N:29]([CH2:32][C:33](O)=[O:34])[CH2:28][CH2:27]2)=[O:25])=[CH:22][CH:21]=1, predict the reaction product. The product is: [F:19][C:20]1[CH:21]=[CH:22][C:23]([C:24]([CH:26]2[CH2:27][CH2:28][N:29]([CH2:32][C:33]([N:4]([CH2:3][C@@H:2]([CH3:1])[CH2:17][CH3:18])[CH2:5][C:6]3[NH:7][C:8](=[O:16])[C:9]4[CH2:15][O:14][CH2:13][CH2:12][C:10]=4[N:11]=3)=[O:34])[CH2:30][CH2:31]2)=[O:25])=[CH:36][CH:37]=1. (5) Given the reactants C[O-].[Na+].Br[CH2:5][C:6]([C:8]1[CH:13]=[CH:12][C:11]([Cl:14])=[CH:10][CH:9]=1)=[O:7].[C:15]([CH2:17][C:18]([NH:20][CH:21]1[CH2:26][CH2:25][CH2:24][CH2:23][CH2:22]1)=[O:19])#[N:16], predict the reaction product. The product is: [Cl:14][C:11]1[CH:12]=[CH:13][C:8]([C:6](=[O:7])[CH2:5][CH:17]([C:15]#[N:16])[C:18]([NH:20][CH:21]2[CH2:22][CH2:23][CH2:24][CH2:25][CH2:26]2)=[O:19])=[CH:9][CH:10]=1. (6) Given the reactants [F:1][C:2]1[CH:7]=[CH:6][CH:5]=[C:4]([F:8])[C:3]=1[C:9]1[NH:10][C:11]2[C:17]([O:18][CH3:19])=[CH:16][CH:15]=[CH:14][C:12]=2[N:13]=1.[F:20][C:21]1[CH:26]=[CH:25][CH:24]=[C:23]([F:27])[C:22]=1[CH2:28]Br, predict the reaction product. The product is: [F:20][C:21]1[CH:26]=[CH:25][CH:24]=[C:23]([F:27])[C:22]=1[CH2:28][N:13]1[C:12]2[CH:14]=[CH:15][CH:16]=[C:17]([O:18][CH3:19])[C:11]=2[N:10]=[C:9]1[C:3]1[C:4]([F:8])=[CH:5][CH:6]=[CH:7][C:2]=1[F:1].